From a dataset of Forward reaction prediction with 1.9M reactions from USPTO patents (1976-2016). Predict the product of the given reaction. (1) Given the reactants [C:1]([C:5]1[CH:10]=[CH:9][C:8]([C:11]2[NH:15][C:14]3[CH:16]=[CH:17][CH:18]=[C:19]([N:20]4[CH2:25][CH2:24][N:23]([CH2:26][C:27]5[CH:32]=[CH:31][C:30]([N+:33]([O-:35])=[O:34])=[C:29](F)[CH:28]=5)[CH2:22][CH2:21]4)[C:13]=3[N:12]=2)=[CH:7][CH:6]=1)([CH3:4])([CH3:3])[CH3:2].[NH2:37][CH2:38][C:39]1[CH:40]=[N:41][CH:42]=[CH:43][CH:44]=1, predict the reaction product. The product is: [C:1]([C:5]1[CH:10]=[CH:9][C:8]([C:11]2[NH:15][C:14]3[CH:16]=[CH:17][CH:18]=[C:19]([N:20]4[CH2:25][CH2:24][N:23]([CH2:26][C:27]5[CH:32]=[CH:31][C:30]([N+:33]([O-:35])=[O:34])=[C:29]([NH:37][CH2:38][C:39]6[CH:40]=[N:41][CH:42]=[CH:43][CH:44]=6)[CH:28]=5)[CH2:22][CH2:21]4)[C:13]=3[N:12]=2)=[CH:7][CH:6]=1)([CH3:4])([CH3:3])[CH3:2]. (2) Given the reactants Cl[CH2:2][C:3]1[N:4]=[C:5]2[S:12][C:11]([CH:13]3[CH2:15][CH2:14]3)=[C:10]([C:16]([NH:18][CH2:19][CH3:20])=[O:17])[N:6]2[C:7](=[O:9])[CH:8]=1.[I-].[K+].C(=O)([O-])[O-].[K+].[K+].[F:29][C:30]1[CH:35]=[CH:34][C:33]([OH:36])=[CH:32][CH:31]=1, predict the reaction product. The product is: [CH:13]1([C:11]2[S:12][C:5]3=[N:4][C:3]([CH2:2][O:36][C:33]4[CH:34]=[CH:35][C:30]([F:29])=[CH:31][CH:32]=4)=[CH:8][C:7](=[O:9])[N:6]3[C:10]=2[C:16]([NH:18][CH2:19][CH3:20])=[O:17])[CH2:15][CH2:14]1.